This data is from Forward reaction prediction with 1.9M reactions from USPTO patents (1976-2016). The task is: Predict the product of the given reaction. (1) Given the reactants [F:1][C:2]([F:29])([F:28])[C:3]1[CH:4]=[C:5]([CH:21]=[C:22]([C:24]([F:27])([F:26])[F:25])[CH:23]=1)[CH2:6][O:7][CH2:8][C:9]1([CH2:18][CH2:19]N)[C:17]2[C:12](=[CH:13][CH:14]=[CH:15][CH:16]=2)[CH2:11][O:10]1.[CH2:30]=O.[C:32]([BH3-])#[N:33].[Na+], predict the reaction product. The product is: [F:1][C:2]([F:29])([F:28])[C:3]1[CH:4]=[C:5]([CH:21]=[C:22]([C:24]([F:27])([F:26])[F:25])[CH:23]=1)[CH2:6][O:7][CH2:8][C:9]1([CH2:18][CH2:19][N:33]([CH3:32])[CH3:30])[C:17]2[C:12](=[CH:13][CH:14]=[CH:15][CH:16]=2)[CH2:11][O:10]1. (2) Given the reactants [O:1]1[CH2:5][CH2:4][CH2:3][CH2:2]1.C[Si](C)(C)[O:8][C:9]([O:13][Si](C)(C)C)=[C:10]([CH3:12])[CH3:11].Cl[C:21]1[CH:22]=[C:23]([CH:27]=[CH:28][CH:29]=1)[C:24]([O-:26])=[O:25].C([N+](CCCC)(CCCC)CCCC)CCC.[CH3:47][OH:48], predict the reaction product. The product is: [C:9]([O:13][CH2:24][C:23]1[CH:27]=[CH:28][CH:29]=[CH:21][CH:22]=1)(=[O:8])[C:10]([CH3:12])=[CH2:11].[C:24]([O:26][CH2:3][CH2:2][OH:1])(=[O:25])[C:23]([CH3:22])=[CH2:27].[C:9]([OH:13])(=[O:8])[C:10]([CH3:12])=[CH2:11].[CH2:10]([CH:9]([OH:8])[CH2:47][O:48][CH2:3][CH2:2][O:1][CH2:5][CH2:4][OH:25])[CH3:11].[C:9]([OH:13])(=[O:8])[C:10]([CH3:12])=[CH2:11]. (3) Given the reactants [OH:1][C:2]1[CH:6]=[C:5]([CH2:7][CH2:8][C:9]([O:11][CH2:12][CH3:13])=[O:10])[N:4]([CH:14]([CH3:16])[CH3:15])[N:3]=1.C(=O)([O-])[O-].[K+].[K+].Cl.Cl[CH2:25][C:26]1[CH:35]=[CH:34][C:33]2[C:28](=[CH:29][CH:30]=[CH:31][CH:32]=2)[N:27]=1.CN(C)C=O, predict the reaction product. The product is: [CH:14]([N:4]1[C:5]([CH2:7][CH2:8][C:9]([O:11][CH2:12][CH3:13])=[O:10])=[CH:6][C:2]([O:1][CH2:25][C:26]2[CH:35]=[CH:34][C:33]3[C:28](=[CH:29][CH:30]=[CH:31][CH:32]=3)[N:27]=2)=[N:3]1)([CH3:15])[CH3:16]. (4) The product is: [O:41]1[CH:45]=[CH:44][CH:43]=[C:42]1[C:46]([O:26][C:23]1[CH:24]=[CH:25][C:20]([C:19]2[C:10]([CH2:9][O:8][C:7]3[CH:32]=[C:3]([F:2])[CH:4]=[CH:5][C:6]=3[CH3:33])=[C:11]3[C:16](=[CH:17][CH:18]=2)[NH:15][C:14]([CH3:29])([CH3:30])[CH:13]=[C:12]3[CH3:31])=[C:21]([O:27][CH3:28])[CH:22]=1)=[O:47]. Given the reactants Cl.[F:2][C:3]1[CH:4]=[CH:5][C:6]([CH3:33])=[C:7]([CH:32]=1)[O:8][CH2:9][C:10]1[C:19]([C:20]2[CH:25]=[CH:24][C:23]([OH:26])=[CH:22][C:21]=2[O:27][CH3:28])=[CH:18][CH:17]=[C:16]2[C:11]=1[C:12]([CH3:31])=[CH:13][C:14]([CH3:30])([CH3:29])[NH:15]2.C(N(CC)CC)C.[O:41]1[CH:45]=[CH:44][CH:43]=[C:42]1[C:46](Cl)=[O:47].C(=O)([O-])O.[Na+], predict the reaction product.